This data is from NCI-60 drug combinations with 297,098 pairs across 59 cell lines. The task is: Regression. Given two drug SMILES strings and cell line genomic features, predict the synergy score measuring deviation from expected non-interaction effect. (1) Drug 1: C1CCC(C1)C(CC#N)N2C=C(C=N2)C3=C4C=CNC4=NC=N3. Drug 2: C(=O)(N)NO. Cell line: OVCAR-8. Synergy scores: CSS=8.29, Synergy_ZIP=-2.87, Synergy_Bliss=0.139, Synergy_Loewe=-0.989, Synergy_HSA=-1.63. (2) Drug 1: CCC1(CC2CC(C3=C(CCN(C2)C1)C4=CC=CC=C4N3)(C5=C(C=C6C(=C5)C78CCN9C7C(C=CC9)(C(C(C8N6C=O)(C(=O)OC)O)OC(=O)C)CC)OC)C(=O)OC)O.OS(=O)(=O)O. Drug 2: C1C(C(OC1N2C=NC3=C2NC=NCC3O)CO)O. Cell line: M14. Synergy scores: CSS=11.7, Synergy_ZIP=-0.961, Synergy_Bliss=1.65, Synergy_Loewe=-2.65, Synergy_HSA=0.427. (3) Drug 1: C1CCC(CC1)NC(=O)N(CCCl)N=O. Drug 2: CCCS(=O)(=O)NC1=C(C(=C(C=C1)F)C(=O)C2=CNC3=C2C=C(C=N3)C4=CC=C(C=C4)Cl)F. Cell line: CCRF-CEM. Synergy scores: CSS=27.2, Synergy_ZIP=7.45, Synergy_Bliss=4.50, Synergy_Loewe=-3.33, Synergy_HSA=2.65. (4) Synergy scores: CSS=-9.18, Synergy_ZIP=4.20, Synergy_Bliss=1.01, Synergy_Loewe=-9.23, Synergy_HSA=-8.93. Drug 1: C1=CC(=CC=C1C#N)C(C2=CC=C(C=C2)C#N)N3C=NC=N3. Cell line: OVCAR-4. Drug 2: CC1=C2C(C(=O)C3(C(CC4C(C3C(C(C2(C)C)(CC1OC(=O)C(C(C5=CC=CC=C5)NC(=O)OC(C)(C)C)O)O)OC(=O)C6=CC=CC=C6)(CO4)OC(=O)C)O)C)O. (5) Drug 2: CC1=CC=C(C=C1)C2=CC(=NN2C3=CC=C(C=C3)S(=O)(=O)N)C(F)(F)F. Synergy scores: CSS=5.12, Synergy_ZIP=-2.93, Synergy_Bliss=-3.42, Synergy_Loewe=-1.52, Synergy_HSA=-1.82. Cell line: SF-295. Drug 1: CN(C)N=NC1=C(NC=N1)C(=O)N.